This data is from NCI-60 drug combinations with 297,098 pairs across 59 cell lines. The task is: Regression. Given two drug SMILES strings and cell line genomic features, predict the synergy score measuring deviation from expected non-interaction effect. (1) Drug 1: CCCS(=O)(=O)NC1=C(C(=C(C=C1)F)C(=O)C2=CNC3=C2C=C(C=N3)C4=CC=C(C=C4)Cl)F. Drug 2: CCCCCOC(=O)NC1=NC(=O)N(C=C1F)C2C(C(C(O2)C)O)O. Cell line: IGROV1. Synergy scores: CSS=0.0405, Synergy_ZIP=-0.868, Synergy_Bliss=-1.69, Synergy_Loewe=-4.78, Synergy_HSA=-2.81. (2) Drug 1: COC1=C(C=C2C(=C1)N=CN=C2NC3=CC(=C(C=C3)F)Cl)OCCCN4CCOCC4. Drug 2: CC(C)NC(=O)C1=CC=C(C=C1)CNNC.Cl. Cell line: NCIH23. Synergy scores: CSS=18.3, Synergy_ZIP=-3.21, Synergy_Bliss=1.92, Synergy_Loewe=-3.95, Synergy_HSA=2.08.